Dataset: Acute oral toxicity (LD50) regression data from Zhu et al.. Task: Regression/Classification. Given a drug SMILES string, predict its toxicity properties. Task type varies by dataset: regression for continuous values (e.g., LD50, hERG inhibition percentage) or binary classification for toxic/non-toxic outcomes (e.g., AMES mutagenicity, cardiotoxicity, hepatotoxicity). Dataset: ld50_zhu. (1) The molecule is O=C(O)CCS. The rat oral LD50 is 3.04, given as -log10 of the dose in mol/kg body weight (higher means more acutely toxic). (2) The drug is CC(O)COC(C)CP(CC(C)OCC(C)O)CC(C)OCC(C)O. The rat oral LD50 is 1.43, given as -log10 of the dose in mol/kg body weight (higher means more acutely toxic). (3) The compound is CC1CC(C)(O)CC(C(O)CC2CC(=O)NC(=O)C2)C1=O. The rat oral LD50 is 5.00, given as -log10 of the dose in mol/kg body weight (higher means more acutely toxic). (4) The compound is CCC(=O)n1c(=O)n(C2CCN(CCC(C#N)(c3ccccc3)c3ccccc3)CC2)c2ccccc21. The rat oral LD50 is 3.54, given as -log10 of the dose in mol/kg body weight (higher means more acutely toxic).